From a dataset of Catalyst prediction with 721,799 reactions and 888 catalyst types from USPTO. Predict which catalyst facilitates the given reaction. Reactant: [C:1]1([C:7]2[C:12](=[O:13])[C:11]([C:14]3[CH:19]=[CH:18][CH:17]=[CH:16][CH:15]=3)=[CH:10][N:9]([C:20]3[N:28]=[CH:27][N:26]=[C:25]4[C:21]=3[NH:22][CH:23]=[N:24]4)[CH:8]=2)[CH:6]=[CH:5][CH:4]=[CH:3][CH:2]=1.C([O-])([O-])=O.[K+].[K+].[CH2:35](I)[CH3:36]. Product: [CH2:35]([N:24]1[CH:23]=[N:22][C:21]2[C:25]1=[N:26][CH:27]=[N:28][C:20]=2[N:9]1[CH:10]=[C:11]([C:14]2[CH:19]=[CH:18][CH:17]=[CH:16][CH:15]=2)[C:12](=[O:13])[C:7]([C:1]2[CH:6]=[CH:5][CH:4]=[CH:3][CH:2]=2)=[CH:8]1)[CH3:36]. The catalyst class is: 3.